This data is from Merck oncology drug combination screen with 23,052 pairs across 39 cell lines. The task is: Regression. Given two drug SMILES strings and cell line genomic features, predict the synergy score measuring deviation from expected non-interaction effect. (1) Drug 1: COc1cccc2c1C(=O)c1c(O)c3c(c(O)c1C2=O)CC(O)(C(=O)CO)CC3OC1CC(N)C(O)C(C)O1. Drug 2: O=C(O)C1(Cc2cccc(Nc3nccs3)n2)CCC(Oc2cccc(Cl)c2F)CC1. Cell line: CAOV3. Synergy scores: synergy=-0.780. (2) Synergy scores: synergy=9.45. Drug 2: CCc1c2c(nc3ccc(O)cc13)-c1cc3c(c(=O)n1C2)COC(=O)C3(O)CC. Drug 1: N#Cc1ccc(Cn2cncc2CN2CCN(c3cccc(Cl)c3)C(=O)C2)cc1. Cell line: PA1. (3) Drug 1: C=CCn1c(=O)c2cnc(Nc3ccc(N4CCN(C)CC4)cc3)nc2n1-c1cccc(C(C)(C)O)n1. Cell line: LNCAP. Synergy scores: synergy=-11.6. Drug 2: CC1(c2nc3c(C(N)=O)cccc3[nH]2)CCCN1. (4) Drug 1: CCN(CC)CCNC(=O)c1c(C)[nH]c(C=C2C(=O)Nc3ccc(F)cc32)c1C. Drug 2: CNC(=O)c1cc(Oc2ccc(NC(=O)Nc3ccc(Cl)c(C(F)(F)F)c3)cc2)ccn1. Cell line: SW620. Synergy scores: synergy=-2.04. (5) Drug 1: Nc1ccn(C2OC(CO)C(O)C2(F)F)c(=O)n1. Drug 2: COC1=C2CC(C)CC(OC)C(O)C(C)C=C(C)C(OC(N)=O)C(OC)C=CC=C(C)C(=O)NC(=CC1=O)C2=O. Cell line: UWB1289. Synergy scores: synergy=0.340. (6) Drug 1: COC12C(COC(N)=O)C3=C(C(=O)C(C)=C(N)C3=O)N1CC1NC12. Drug 2: NC1(c2ccc(-c3nc4ccn5c(=O)[nH]nc5c4cc3-c3ccccc3)cc2)CCC1. Cell line: RPMI7951. Synergy scores: synergy=4.28. (7) Drug 1: O=S1(=O)NC2(CN1CC(F)(F)F)C1CCC2Cc2cc(C=CCN3CCC(C(F)(F)F)CC3)ccc2C1. Drug 2: O=P1(N(CCCl)CCCl)NCCCO1. Cell line: OV90. Synergy scores: synergy=-4.37.